Dataset: Full USPTO retrosynthesis dataset with 1.9M reactions from patents (1976-2016). Task: Predict the reactants needed to synthesize the given product. (1) Given the product [F:1][C:2]1[C:7]([F:8])=[CH:6][CH:5]=[CH:4][C:3]=1[C:9]1[N:17]=[C:12]2[CH:13]=[N:14][N:15]([CH2:19][C:20]3[O:24][N:23]=[C:22]([C:25]4[N:26]=[C:27]([CH3:30])[S:28][CH:29]=4)[CH:21]=3)[CH:16]=[C:11]2[N:10]=1, predict the reactants needed to synthesize it. The reactants are: [F:1][C:2]1[C:7]([F:8])=[CH:6][CH:5]=[CH:4][C:3]=1[C:9]1[N:17]=[C:12]2[CH:13]=[N:14][NH:15][CH:16]=[C:11]2[N:10]=1.Cl[CH2:19][C:20]1[O:24][N:23]=[C:22]([C:25]2[N:26]=[C:27]([CH3:30])[S:28][CH:29]=2)[CH:21]=1. (2) Given the product [CH3:42][O:41][C:14]1[CH:13]=[N:12][C:11]([C:9]2[N:10]=[C:6]([CH:2]=[O:1])[S:7][CH:8]=2)=[C:16]2[NH:17][CH:18]=[C:19]([C:20](=[O:40])[C:21](=[O:22])[N:23]3[CH2:24][CH2:25][N:26]([C:29]4[N:33]([C:34]5[CH:35]=[CH:36][CH:37]=[CH:38][CH:39]=5)[N:32]=[N:31][N:30]=4)[CH2:27][CH2:28]3)[C:15]=12, predict the reactants needed to synthesize it. The reactants are: [O:1]1CCO[CH:2]1[C:6]1[S:7][CH:8]=[C:9]([C:11]2[N:12]=[CH:13][C:14]([O:41][CH3:42])=[C:15]3[C:19]([C:20](=[O:40])[C:21]([N:23]4[CH2:28][CH2:27][N:26]([C:29]5[N:33]([C:34]6[CH:39]=[CH:38][CH:37]=[CH:36][CH:35]=6)[N:32]=[N:31][N:30]=5)[CH2:25][CH2:24]4)=[O:22])=[CH:18][NH:17][C:16]=23)[N:10]=1.O.C(O)(C(F)(F)F)=O. (3) Given the product [NH2:1][C:2]1[S:3][C:4]([C:9]([O:11][CH2:12][CH3:13])=[O:10])=[C:5]([CH:7]=[O:8])[N:6]=1, predict the reactants needed to synthesize it. The reactants are: [NH2:1][C:2]1[S:3][C:4]([C:9]([O:11][CH2:12][CH3:13])=[O:10])=[C:5]([CH2:7][OH:8])[N:6]=1. (4) Given the product [F:23][CH:2]([F:1])[O:3][C:4]1[C:5]([O:22][CH2:31][C:32]2([CH3:36])[CH2:35][O:34][CH2:33]2)=[C:6]([C:12]2[CH:13]=[C:14]3[C:18](=[CH:19][CH:20]=2)[C:17](=[O:21])[O:16][CH2:15]3)[CH:7]=[CH:8][C:9]=1[O:10][CH3:11], predict the reactants needed to synthesize it. The reactants are: [F:1][CH:2]([F:23])[O:3][C:4]1[C:5]([OH:22])=[C:6]([C:12]2[CH:13]=[C:14]3[C:18](=[CH:19][CH:20]=2)[C:17](=[O:21])[O:16][CH2:15]3)[CH:7]=[CH:8][C:9]=1[O:10][CH3:11].C(=O)([O-])[O-].[K+].[K+].Br[CH2:31][C:32]1([CH3:36])[CH2:35][O:34][CH2:33]1. (5) Given the product [OH:11][CH:4]1[C:5]2[C:10](=[C:9]([Br:29])[CH:8]=[CH:7][CH:6]=2)[C:2](=[O:1])[N:3]1[C:12]([CH3:20])([C:14]1[CH:19]=[CH:18][CH:17]=[CH:16][CH:15]=1)[CH3:13], predict the reactants needed to synthesize it. The reactants are: [OH:1][CH:2]1[C:10]2[C:5](=[CH:6][CH:7]=[CH:8][CH:9]=2)[C:4](=[O:11])[N:3]1[C:12]([CH3:20])([C:14]1[CH:19]=[CH:18][CH:17]=[CH:16][CH:15]=1)[CH3:13].CN(CCN(C)C)C.[Br:29]C(Cl)(Cl)C(Cl)(Cl)Br.